The task is: Predict the reactants needed to synthesize the given product.. This data is from Full USPTO retrosynthesis dataset with 1.9M reactions from patents (1976-2016). (1) The reactants are: Br[C:2]1[CH:23]=[CH:22][C:5]([O:6][CH2:7][C:8]2[C:13]([CH3:14])=[CH:12][CH:11]=[CH:10][C:9]=2[N:15]2[C:19](=[O:20])[N:18]([CH3:21])[N:17]=[N:16]2)=[C:4]([CH3:24])[CH:3]=1.[B:25]1([B:25]2[O:29][C:28]([CH3:31])([CH3:30])[C:27]([CH3:33])([CH3:32])[O:26]2)[O:29][C:28]([CH3:31])([CH3:30])[C:27]([CH3:33])([CH3:32])[O:26]1.C([O-])(=O)C.[K+].CS(C)=O. Given the product [CH3:32][C:27]1([CH3:33])[C:28]([CH3:31])([CH3:30])[O:29][B:25]([C:2]2[CH:23]=[CH:22][C:5]([O:6][CH2:7][C:8]3[C:13]([CH3:14])=[CH:12][CH:11]=[CH:10][C:9]=3[N:15]3[C:19](=[O:20])[N:18]([CH3:21])[N:17]=[N:16]3)=[C:4]([CH3:24])[CH:3]=2)[O:26]1, predict the reactants needed to synthesize it. (2) The reactants are: [CH3:1][O:2][C:3]([C:5]1[C:6](=[O:17])[S:7][C:8]2[C:13]([C:14]=1[OH:15])=[CH:12][C:11](Br)=[CH:10][CH:9]=2)=[O:4].[F:18][C:19]1[CH:20]=[C:21](B(O)O)[CH:22]=[CH:23][CH:24]=1. Given the product [CH3:1][O:2][C:3]([C:5]1[C:6](=[O:17])[S:7][C:8]2[C:13]([C:14]=1[OH:15])=[CH:12][C:11]([C:23]1[CH:22]=[CH:21][CH:20]=[C:19]([F:18])[CH:24]=1)=[CH:10][CH:9]=2)=[O:4], predict the reactants needed to synthesize it. (3) Given the product [CH3:24][N:1]1[CH:5]=[CH:4][N:3]=[C:2]1[CH2:6][O:7][C:8]1[CH:17]=[C:16]([C:18]2[CH:19]=[N:20][CH:21]=[CH:22][CH:23]=2)[C:15]2[CH2:14][CH2:13][CH2:12][CH2:11][C:10]=2[N:9]=1, predict the reactants needed to synthesize it. The reactants are: [NH:1]1[CH:5]=[CH:4][N:3]=[C:2]1[CH2:6][O:7][C:8]1[CH:17]=[C:16]([C:18]2[CH:19]=[N:20][CH:21]=[CH:22][CH:23]=2)[C:15]2[CH2:14][CH2:13][CH2:12][CH2:11][C:10]=2[N:9]=1.[C:24](=O)([O-])[O-].[K+].[K+].CI.O.